This data is from Catalyst prediction with 721,799 reactions and 888 catalyst types from USPTO. The task is: Predict which catalyst facilitates the given reaction. (1) Reactant: [NH2:1][C:2]1[C:3]2[CH:10]=[C:9]([C:11]3[N:15]([CH2:16][CH:17]=O)[CH:14]=[N:13][C:12]=3[C:19]3[CH:24]=[CH:23][CH:22]=[CH:21][CH:20]=3)[S:8][C:4]=2[N:5]=[CH:6][N:7]=1.[CH3:25][N:26]1[CH2:31][CH2:30][NH:29][CH2:28][CH2:27]1.[OH-].[Na+]. The catalyst class is: 52. Product: [CH3:25][N:26]1[CH2:31][CH2:30][N:29]([CH2:17][CH2:16][N:15]2[C:11]([C:9]3[S:8][C:4]4[N:5]=[CH:6][N:7]=[C:2]([NH2:1])[C:3]=4[CH:10]=3)=[C:12]([C:19]3[CH:24]=[CH:23][CH:22]=[CH:21][CH:20]=3)[N:13]=[CH:14]2)[CH2:28][CH2:27]1. (2) Reactant: [C:1]([O:5][C:6]([N:8]1[CH:16]2[CH:11]([CH:12]([CH2:19][C:20]3[CH:25]=[CH:24][C:23]([O:26][CH3:27])=[C:22]([CH2:28][C@H:29]4[CH2:33][O:32][C:31](=[O:34])[N:30]4[CH2:35][CH2:36][CH3:37])[CH:21]=3)[CH2:13][S:14](=[O:18])(=[O:17])[CH2:15]2)[O:10]C1=O)=[O:7])([CH3:4])([CH3:3])[CH3:2].C([O-])([O-])=O.[Cs+].[Cs+]. Product: [C:1]([O:5][C:6](=[O:7])[NH:8][CH:16]1[CH:11]([OH:10])[CH:12]([CH2:19][C:20]2[CH:25]=[CH:24][C:23]([O:26][CH3:27])=[C:22]([CH2:28][C@H:29]3[CH2:33][O:32][C:31](=[O:34])[N:30]3[CH2:35][CH2:36][CH3:37])[CH:21]=2)[CH2:13][S:14](=[O:18])(=[O:17])[CH2:15]1)([CH3:2])([CH3:3])[CH3:4]. The catalyst class is: 5. (3) Reactant: Br[C:2]1[C:11]2[C:6](=[CH:7][CH:8]=[C:9]([O:12][CH3:13])[CH:10]=2)[C:5]([Cl:14])=[N:4][CH:3]=1.C([Li])CCC.B(OC(C)C)(OC(C)C)[O:21]C(C)C.OO.[OH-].[Na+].S([O-])([O-])=O.[Na+].[Na+].O.Cl. Product: [Cl:14][C:5]1[C:6]2[C:11](=[CH:10][C:9]([O:12][CH3:13])=[CH:8][CH:7]=2)[C:2]([OH:21])=[CH:3][N:4]=1. The catalyst class is: 1. (4) Reactant: [CH3:1][O:2][C:3]1[CH:4]=[C:5]2[C:10](=[CH:11][CH:12]=1)[C:9]([O:13][C:14]1[CH:19]=[CH:18][C:17]([O:20][CH2:21][CH2:22][N:23]3[CH2:28][CH2:27][CH2:26][CH2:25][CH2:24]3)=[CH:16][CH:15]=1)=[C:8](OS(C(F)(F)F)(=O)=O)[CH:7]=[CH:6]2.[F:37][C:38]1[C:43]([F:44])=[CH:42][CH:41]=[CH:40][C:39]=1B(O)O.[F-].[Cs+].C1(P(C2CCCCC2)C2CCCCC2)CCCCC1. Product: [F:37][C:38]1[C:43]([F:44])=[CH:42][CH:41]=[CH:40][C:39]=1[C:8]1[CH:7]=[CH:6][C:5]2[C:10](=[CH:11][CH:12]=[C:3]([O:2][CH3:1])[CH:4]=2)[C:9]=1[O:13][C:14]1[CH:15]=[CH:16][C:17]([O:20][CH2:21][CH2:22][N:23]2[CH2:24][CH2:25][CH2:26][CH2:27][CH2:28]2)=[CH:18][CH:19]=1. The catalyst class is: 167. (5) Reactant: [N:1]1([C:6]2[CH:15]=[CH:14][C:9]([C:10](=O)[CH2:11]Br)=[CH:8][CH:7]=2)[CH:5]=[CH:4][CH:3]=[CH:2]1.[NH2:16][C:17]1[CH:22]=[CH:21][C:20]([I:23])=[CH:19][N:18]=1. Product: [I:23][C:20]1[CH:21]=[CH:22][C:17]2[N:18]([CH:11]=[C:10]([C:9]3[CH:14]=[CH:15][C:6]([N:1]4[CH:5]=[CH:4][CH:3]=[CH:2]4)=[CH:7][CH:8]=3)[N:16]=2)[CH:19]=1. The catalyst class is: 10. (6) Reactant: [CH3:1][C:2]1[CH:7]=[CH:6][CH:5]=[C:4]([CH3:8])[C:3]=1[C:9]1[CH:14]=[CH:13][CH:12]=[C:11]([CH2:15][NH:16][C:17]2[CH:22]=[CH:21][C:20]([CH2:23][CH2:24][C:25]([O:27][CH3:28])=[O:26])=[CH:19][CH:18]=2)[CH:10]=1.IC.[C:31](=O)([O-])[O-].[K+].[K+]. Product: [CH3:8][C:4]1[CH:5]=[CH:6][CH:7]=[C:2]([CH3:1])[C:3]=1[C:9]1[CH:14]=[CH:13][CH:12]=[C:11]([CH2:15][N:16]([CH3:31])[C:17]2[CH:18]=[CH:19][C:20]([CH2:23][CH2:24][C:25]([O:27][CH3:28])=[O:26])=[CH:21][CH:22]=2)[CH:10]=1. The catalyst class is: 21. (7) Reactant: N[C:2]1[CH:3]=[C:4]([CH:9]=[C:10]([N+:14]([O-:16])=[O:15])[C:11]=1[O:12][CH3:13])[C:5]([O:7][CH3:8])=[O:6].[I:17]I.N(OC(C)(C)C)=O. Product: [I:17][C:2]1[CH:3]=[C:4]([CH:9]=[C:10]([N+:14]([O-:16])=[O:15])[C:11]=1[O:12][CH3:13])[C:5]([O:7][CH3:8])=[O:6]. The catalyst class is: 11. (8) Reactant: Cl[C:2]1[N:7]=[C:6]([NH:8][C:9]2[CH:18]=[CH:17][C:12]3[O:13][CH2:14][CH2:15][O:16][C:11]=3[C:10]=2[S:19]([NH2:22])(=[O:21])=[O:20])[CH:5]=[CH:4][N:3]=1.[CH3:23][C:24]1[CH:29]=[CH:28][C:27]([NH2:30])=[CH:26][C:25]=1[NH:31][CH3:32].Cl. Product: [CH3:23][C:24]1[CH:29]=[CH:28][C:27]([NH:30][C:2]2[N:7]=[C:6]([NH:8][C:9]3[CH:18]=[CH:17][C:12]4[O:13][CH2:14][CH2:15][O:16][C:11]=4[C:10]=3[S:19]([NH2:22])(=[O:21])=[O:20])[CH:5]=[CH:4][N:3]=2)=[CH:26][C:25]=1[NH:31][CH3:32]. The catalyst class is: 32.